This data is from Experimentally validated miRNA-target interactions with 360,000+ pairs, plus equal number of negative samples. The task is: Binary Classification. Given a miRNA mature sequence and a target amino acid sequence, predict their likelihood of interaction. (1) The miRNA is hsa-miR-5089-3p with sequence AUGCUACUCGGAAAUCCCACUGA. The protein sequence of the target gene is MKVTVCFGRTGIVVPCKEGQLRVGELTQQALQRYLKTREKGPGYWVKIHHLEYTDGGILDPDDVLADVVEDKDKLIAVFEEQEPLHKIESPSGNPADRQSPDAFETEVAAQLAAFKPIGGEIEVTPSALKLGTPLLVRRSSDPVPGPPADTQPSASHPGGQSLKLVVPDSTQNLEDREVLNGVQTELLTSPRTKDTLSDMTRTVEISGEGGPLGIHVVPFFSSLSGRILGLFIRGIEDNSRSKREGLFHENECIVKINNVDLVDKTFAQAQDVFRQAMKSPSVLLHVLPPQNREQYEKSV.... Result: 0 (no interaction). (2) The miRNA is mmu-miR-467d-3p with sequence AUAUACAUACACACACCUACAC. The protein sequence of the target gene is MRRAVGFPALCLLLNLHAAGCFSRNNDHFLAIRQKKSWKPVFIYDHSQDIKKSLDIAQEAYKHNYHSPSEVQISKHHQIINSAFPRPAYDPSLNLLAESDQDLEIENLPIPAANVIVVTLQMDITKLNITLLRIFRQGVAAALGLLPQQVHINRLIEKKNQVELFVSPGNRKPGETQALQAEEVLRSLNVDGLHQSLPQFGITDVAPEKNVLQGQHEADKIWSKEGFYAVVIFLSIFIIIVTCLMIIYRLKERLQLSLRQDKEKNQEIHLSPIARQQAQSEAKTTHSMVQPDQAPKVLNV.... Result: 0 (no interaction). (3) The miRNA is hsa-miR-1248 with sequence ACCUUCUUGUAUAAGCACUGUGCUAAA. The protein sequence of the target gene is MSHLKTSTEDEEPTEEYENVGNAASKWPKVEDPMPESKVGDTCVWDSKVENQQKKPVENRMKEDKSSIREAISKAKSTANIKTEQEGEASEKSLHLSPQHITHQTMPIGQRGSEQGKRVENINGTSYPSLQQKTNAVKKLHKCDECGKSFKYNSRLVQHKIMHTGEKRYECDDCGGTFRSSSSLRVHKRIHTGEKPYKCEECGKAYMSYSSLINHKSTHSGEKNCKCDECGKSFNYSSVLDQHKRIHTGEKPYECGECGKAFRNSSGLRVHKRIHTGEKPYECDICGKTFSNSSGLRVHK.... Result: 0 (no interaction). (4) The miRNA is hsa-miR-6805-3p with sequence UUGCUCUGCUCCCCCGCCCCCAG. The protein sequence of the target gene is MAALCRTRAVAAESHFLRVFLFFRPFRGVGTESGSESGSSNAKEPKTRAGGFASALERHSELLQKVEPLQKGSPKNVESFASMLRHSPLTQMGPAKDKLVIGRIFHIVENDLYIDFGGKFHCVCRRPEVDGEKYQKGTRVRLRLLDLELTSRFLGATTDTTVLEANAVLLGIQESKDSRSKEEHHEK. Result: 0 (no interaction). (5) The miRNA is mmu-miR-3065-5p with sequence UCAACAAAAUCACUGAUGCUGG. The protein sequence of the target gene is MNWKVLEHVPLLLYILAAKTLILCLTFAGVKMYQRKRLEAKQQKLEAERKKQSEKKDN. Result: 0 (no interaction). (6) The miRNA is hsa-miR-15b-5p with sequence UAGCAGCACAUCAUGGUUUACA. The protein sequence of the target gene is MLHLSAAPPAPPPEVTATARPCLCSVGRRGDGGKMAAAGALERSFVELSGAERERPRHFREFTVCSIGTANAVAGAVKYSESAGGFYYVESGKLFSVTRNRFIHWKTSGDTLELMEESLDINLLNNAIRLKFQNCSVLPGGVYVSETQNRVIILMLTNQTVHRLLLPHPSRMYRSELVVDSQMQSIFTDIGKVDFTDPCNYQLIPAVPGISPNSTASTAWLSSDGEALFALPCASGGIFVLKLPPYDIPGMVSVVELKQSSVMQRLLTGWMPTAIRGDQSPSDRPLSLAVHCVEHDAFIF.... Result: 1 (interaction). (7) The miRNA is hsa-miR-877-3p with sequence UCCUCUUCUCCCUCCUCCCAG. The protein sequence of the target gene is MGTAAAAAAAAAAAAAGEGARSPSPAAVSLGLGVAVVSSLVNGSTFVLQKKGIVRAKRRGTSYLTDIVWWAGTIAMAVGQIGNFLAYTAVPTVLVTPLGALGVPFGSILASYLLKEKLNILGKLGCLLSCAGSVVLIIHSPKSESVTTQAELEEKLTNPVFVGYLCIVLLMLLLLIFWIAPAHGPTNIMVYISICSLLGSFTVPSTKGIGLAAQDILHNNPSSQRALCLCLVLLAVLGCSIIVQFRYINKALECFDSSVFGAIYYVVFTTLVLLASAILFREWSNVGLVDFLGMACGFTT.... Result: 1 (interaction). (8) The miRNA is hsa-miR-19b-3p with sequence UGUGCAAAUCCAUGCAAAACUGA. The protein sequence of the target gene is MTEGTKKTSKKFKFFKFKGFGSLSNLPRSFTLRRSSASISRQSHLEPDTFEATQDDMVTVPKSPPAYARSSDMYSHMGTMPRPSIKKAQNSQAARQAQEAGPKPNLVPGGVPDPPGLEAAKEVMVKATGPLEDTPAMEPNPSAVEVDPIRKPEVPTGDVEEERPPRDVHSERAAGEPEAGSDYVKFSKEKYILDSSPEKLHKELEEELKLSSTDLRSHAWYHGRIPREVSETLVQRNGDFLIRDSLTSLGDYVLTCRWRNQALHFKINKVVVKAGESYTHIQYLFEQESFDHVPALVRYH.... Result: 0 (no interaction). (9) The miRNA is hsa-miR-7152-3p with sequence UCUGGUCCUGGACAGGAGGC. The protein sequence of the target gene is MGCRQSSEEKEAARRSRRIDRHLRSESQRQRREIKLLLLGTSNSGKSTIVKQMKIIHSGGFNLEACKEYKPLIIYNAIDSLTRIIRALAALRIDFHNPDRAYDAVQLFALTGPAESKGEITPELLGVMRRLWADPGAQACFSRSSEYHLEDNAAYYLNDLERIAAADYIPTVEDILRSRDMTTGIVENKFTFKELTFKMVDVGGQRSERKKWIHCFEGVTAIIFCVELSGYDLKLYEDNQTSRMAESLRLFDSICNNNWFINTSLILFLNKKDLLAEKIRRIPLTICFPEYKGQNTYEEA.... Result: 1 (interaction).